From a dataset of Forward reaction prediction with 1.9M reactions from USPTO patents (1976-2016). Predict the product of the given reaction. Given the reactants [Cl:1][C:2]1[N:7]=[CH:6][C:5]([CH2:8][N:9]([CH2:13][CH:14]([F:16])[F:15])CC=C)=[CH:4][CH:3]=1, predict the reaction product. The product is: [Cl:1][C:2]1[N:7]=[CH:6][C:5]([CH2:8][NH:9][CH2:13][CH:14]([F:16])[F:15])=[CH:4][CH:3]=1.